This data is from Forward reaction prediction with 1.9M reactions from USPTO patents (1976-2016). The task is: Predict the product of the given reaction. (1) Given the reactants [Cl:1][C:2]1[CH:3]=[C:4]([C:8]2[N:9]([CH2:19][C:20]3[CH:25]=[C:24]([Cl:26])[CH:23]=[CH:22][C:21]=3[Cl:27])[C:10]([C:15]([O:17]C)=[O:16])=[C:11]([CH2:13][OH:14])[N:12]=2)[CH:5]=[N:6][CH:7]=1.[OH-].[Na+].Cl, predict the reaction product. The product is: [Cl:1][C:2]1[CH:3]=[C:4]([C:8]2[N:9]([CH2:19][C:20]3[CH:25]=[C:24]([Cl:26])[CH:23]=[CH:22][C:21]=3[Cl:27])[C:10]([C:15]([OH:17])=[O:16])=[C:11]([CH2:13][OH:14])[N:12]=2)[CH:5]=[N:6][CH:7]=1. (2) Given the reactants [CH3:1][S:2](Cl)(=[O:4])=[O:3].[N:6]1([NH2:12])[CH2:11][CH2:10][CH2:9][CH2:8][CH2:7]1, predict the reaction product. The product is: [N:6]1([NH:12][S:2]([CH3:1])(=[O:4])=[O:3])[CH2:11][CH2:10][CH2:9][CH2:8][CH2:7]1. (3) Given the reactants [Cl:1][C:2]1[N:10]=[C:9]2[C:5]([NH:6][CH:7]=[N:8]2)=[C:4](Cl)[N:3]=1.[CH3:12][N:13]([CH3:21])[C:14]1[CH:19]=[CH:18][C:17]([NH2:20])=[CH:16][CH:15]=1, predict the reaction product. The product is: [Cl:1][C:2]1[N:10]=[C:9]2[C:5]([N:6]=[CH:7][NH:8]2)=[C:4]([NH:20][C:17]2[CH:18]=[CH:19][C:14]([N:13]([CH3:21])[CH3:12])=[CH:15][CH:16]=2)[N:3]=1. (4) Given the reactants I[CH3:2].[CH3:3][O:4][CH:5]([O:13][CH3:14])[C:6]1[CH:11]=[CH:10][N:9]=[C:8]([S-:12])[N:7]=1.[Na+], predict the reaction product. The product is: [CH3:14][O:13][CH:5]([O:4][CH3:3])[C:6]1[CH:11]=[CH:10][N:9]=[C:8]([S:12][CH3:2])[N:7]=1. (5) Given the reactants [NH2:1][C:2]1[C:3]([F:22])=[CH:4][C:5]([Cl:21])=[C:6]([C:8]2[C:9](=[O:20])[N:10]([CH3:19])[C:11]3[C:16]([CH:17]=2)=[CH:15][N:14]=[C:13](Cl)[CH:12]=3)[CH:7]=1.[CH3:23][O:24][C:25]1[CH:33]=[CH:32][C:28]([CH2:29][NH:30][CH3:31])=[CH:27][CH:26]=1, predict the reaction product. The product is: [CH3:23][O:24][C:25]1[CH:33]=[CH:32][C:28]([CH2:29][N:30]([CH3:31])[C:13]2[CH:12]=[C:11]3[C:16]([CH:17]=[C:8]([C:6]4[CH:7]=[C:2]([NH2:1])[C:3]([F:22])=[CH:4][C:5]=4[Cl:21])[C:9](=[O:20])[N:10]3[CH3:19])=[CH:15][N:14]=2)=[CH:27][CH:26]=1. (6) Given the reactants [Cl:1][C:2]1[CH:3]=[CH:4][C:5]([O:17][CH:18]([F:20])[F:19])=[C:6]([C:8]2[C:13]([O:14][CH3:15])=[CH:12][NH:11][C:10](=[O:16])[CH:9]=2)[CH:7]=1.Br[CH2:22][C:23]([O:25][C:26]([CH3:29])([CH3:28])[CH3:27])=[O:24].C(=O)([O-])[O-].[K+].[K+], predict the reaction product. The product is: [Cl:1][C:2]1[CH:3]=[CH:4][C:5]([O:17][CH:18]([F:20])[F:19])=[C:6]([C:8]2[C:13]([O:14][CH3:15])=[CH:12][N:11]([CH2:22][C:23]([O:25][C:26]([CH3:29])([CH3:28])[CH3:27])=[O:24])[C:10](=[O:16])[CH:9]=2)[CH:7]=1. (7) Given the reactants [F:1][C:2]1[C:14]([C:15]#[N:16])=[CH:13][C:5]2[O:6][C:7]3([C:10](=[O:12])[NH:11][C:4]=2[CH:3]=1)[CH2:9][CH2:8]3.[Cl:17][C:18]1[CH:19]=[C:20](N2C3C(=CC(C#N)=C(F)C=3)C(C)=N2)[CH:21]=[N:22][C:23]=1[O:24][CH2:25][CH:26]([CH3:28])[CH3:27].CNCCNC.C([O-])([O-])=O.[K+].[K+], predict the reaction product. The product is: [Cl:17][C:18]1[CH:19]=[C:20]([N:11]2[C:10](=[O:12])[C:7]3([CH2:9][CH2:8]3)[O:6][C:5]3[CH:13]=[C:14]([C:15]#[N:16])[C:2]([F:1])=[CH:3][C:4]2=3)[CH:21]=[N:22][C:23]=1[O:24][CH2:25][CH:26]([CH3:28])[CH3:27].